This data is from hERG potassium channel inhibition data for cardiac toxicity prediction from Karim et al.. The task is: Regression/Classification. Given a drug SMILES string, predict its toxicity properties. Task type varies by dataset: regression for continuous values (e.g., LD50, hERG inhibition percentage) or binary classification for toxic/non-toxic outcomes (e.g., AMES mutagenicity, cardiotoxicity, hepatotoxicity). Dataset: herg_karim. (1) The drug is C(#Cc1cccc(C#Cc2ccccc2)n1)c1ccccc1. The result is 0 (non-blocker). (2) The molecule is O=C(NCc1ccc(OC(F)(F)F)cc1)C1c2ccccc2C(=O)N1CCc1ccccn1. The result is 1 (blocker). (3) The drug is Cn1c(Nc2ccc(C(F)(F)F)cc2)nc2cc(Oc3ccnc(-c4nc(C(F)(F)F)c[nH]4)c3)ccc21. The result is 0 (non-blocker).